Dataset: NCI-60 drug combinations with 297,098 pairs across 59 cell lines. Task: Regression. Given two drug SMILES strings and cell line genomic features, predict the synergy score measuring deviation from expected non-interaction effect. (1) Drug 1: CC12CCC(CC1=CCC3C2CCC4(C3CC=C4C5=CN=CC=C5)C)O. Drug 2: C1C(C(OC1N2C=C(C(=O)NC2=O)F)CO)O. Cell line: NCI/ADR-RES. Synergy scores: CSS=24.4, Synergy_ZIP=-6.11, Synergy_Bliss=-3.45, Synergy_Loewe=-8.12, Synergy_HSA=-1.03. (2) Drug 2: CN1C=C(C=N1)C2=C3N=C(C(=C(N3N=C2)N)Br)C4CCCNC4. Synergy scores: CSS=34.1, Synergy_ZIP=8.27, Synergy_Bliss=4.91, Synergy_Loewe=-62.6, Synergy_HSA=-0.206. Drug 1: CCC1(CC2CC(C3=C(CCN(C2)C1)C4=CC=CC=C4N3)(C5=C(C=C6C(=C5)C78CCN9C7C(C=CC9)(C(C(C8N6C)(C(=O)OC)O)OC(=O)C)CC)OC)C(=O)OC)O. Cell line: T-47D.